From a dataset of Experimentally validated miRNA-target interactions with 360,000+ pairs, plus equal number of negative samples. Binary Classification. Given a miRNA mature sequence and a target amino acid sequence, predict their likelihood of interaction. (1) The miRNA is hsa-miR-376b-3p with sequence AUCAUAGAGGAAAAUCCAUGUU. The protein sequence of the target gene is MAAAAVARLWWRGILGASALTRGTGRPSVLLLPVRRESAGADTRPTVRPRNDVAHKQLSAFGEYVAEILPKYVQQVQVSCFNELEVCIHPDGVIPVLTFLRDHTNAQFKSLVDLTAVDVPTRQNRFEIVYNLLSLRFNSRIRVKTYTDELTPIESAVSVFKAANWYEREIWDMFGVFFANHPDLRRILTDYGFEGHPFRKDFPLSGYVELRYDDEVKRVVAEPVELAQEFRKFDLNSPWEAFPVYRQPPESLKLEAGDKKPDAK. Result: 1 (interaction). (2) The miRNA is hsa-miR-4287 with sequence UCUCCCUUGAGGGCACUUU. The protein sequence of the target gene is MEAARTAVLRVKRKRSAEPAEALVLACKRLRSDAVESAAQKTSEGLERAAENNVFHLVATVCSQEEPVQPLLREVLRPSRDSQQRVRRNLRASAREVRQEGRYRVLSSRRSLGTTSSGQESEYTPGNPEAAGNSGFQLLDLVHEEGEPEAASAGSCKTSDPDVILCNSVELIRERLTVSEDGPGVRRQEEQKHDDYVYDIYYLETATPGWIENILSVQPYSQEWELVNDDQEPEDIYDDEDDENSENNWRNEYPEEESSDGDEDSRGSADYNSLSEEERGSSRQRMWSKYPLDVQKEFGY.... Result: 1 (interaction). (3) The miRNA is hsa-miR-3929 with sequence GAGGCUGAUGUGAGUAGACCACU. The protein sequence of the target gene is MAEGDNRSSNLLAVETASLEEQLQGWGEVMLMADKVLRWERAWFPPAIMGVVSLLFLIIYYLDPSVLSGVSCFVMFLCLADYLVPILAPRIFGSNKWTTEQQQRFHEICSNLVKTRRRAVGWWKRLFSLKEEKPKMYFMTMIISLAAVAWVGQQVHNLLLTYLIVTFVLLLPGLNQHGIILKYIGMAKREINKLLKQKEKKNE. Result: 0 (no interaction). (4) The miRNA is hsa-miR-4529-3p with sequence AUUGGACUGCUGAUGGCCCGU. Result: 0 (no interaction). The protein sequence of the target gene is MLLGPASGSPSPLLASLTLPARPLQPPLDLKHLLAFHLNGTTPLSLFPNFSTMDPVQKAVISHTFGVPSPLKKKLFISCNICHLRFNSANQAEAHYKGHRHARKLKAVEAAKSKQRPRNPTTNGTVVSSASPPASGSPGTPQSKGPASPPLGPSLQLPPTPDPSAGDPVHSAGDPVHSELCDAAASSSSSSCPPCSPDPSREAPGPEPAEGAVGSGVNGEGRGEKGRLYCPTCKVTVNSASQLQAHNTGAKHRWMVEGHQGAPRRGRGRPVSRGGTGHKTKRVIGNRGGRQGPSPPFHCA.... (5) The miRNA is hsa-miR-6083 with sequence CUUAUAUCAGAGGCUGUGGG. The protein sequence of the target gene is MEKVPGEMEIERRERSEELSEAERKAVQAMWARLYANCEDVGVAILVRFFVNFPSAKQYFSQFKHMEDPLEMERSPQLRKHACRVMGALNTVVENLHDPDKVSSVLALVGKAHALKHKVEPVYFKILSGVILEVVAEEFASDFPPETQRAWAKLRGLIYSHVTAAYKEVGWVQQVPNATTPPATLPSSGP. Result: 1 (interaction). (6) The miRNA is hsa-miR-603 with sequence CACACACUGCAAUUACUUUUGC. The protein sequence of the target gene is MTATVENLTFQKDTLGNAVDKNTSRLELRSYSLAGRHGSTEPLVLAWSSQFRRLTWGCALDALHRSPCVAASQHGVTHLIRSSRTPHSTRCRKEDAQPGHHGNGAASVTAQARGQRSVLQVPLPVPRSCLFSESFVVSVSSQSRFLASVPGTGVQRSTAADMAASTAAGKQRIPKVAKVKNKAPAEVQITAEQLLREAKERELELLPPPPQQKITDEEELNDYKLRKRKTFEDNIRKNRTVISNWIKYAQWEESLKEIQRARSIYERALDVDYRNITLWLKYAEMEMKNRQVNHARNIWD.... Result: 0 (no interaction). (7) The miRNA is hsa-miR-6742-3p with sequence ACCUGGGUUGUCCCCUCUAG. The protein sequence of the target gene is MEDEAVLDRGASFLKHVCDEEEVEGHHTIYIGVHVPKSYRRRRRHKRKTGHKEKKEKERISENYSDKSDIENADESSSSILKPLISPAAERIRFILGEEDDSPAPPQLFTELDELLAVDGQEMEWKETARWIKFEEKVEQGGERWSKPHVATLSLHSLFELRTCMEKGSIMLDREASSLPQLVEMIVDHQIETGLLKPELKDKVTYTLLRKHRHQTKKSNLRSLADIGKTVSSASRMFTNPDNGSPAMTHRNLTSSSLNDISDKPEKDQLKNKFMKKLPRDAEASNVLVGEVDFLDTPFI.... Result: 1 (interaction). (8) The miRNA is hsa-miR-199a-5p with sequence CCCAGUGUUCAGACUACCUGUUC. The protein sequence of the target gene is MTTLSPENSLSARQSASFILVKRKPPIDKTEWDSFFDESGHLAKSRDFICVNILERGLHPFVRTEAWKFLTGYFSWQSSQDERLTVDSMRRKNYKALCQMYEKIQPLLENLHRNFTETRNNIARDIQKIYDKDPLGNVLIDKKRLEKILLLSYVCNTQAEYQQGFHEMMMLFQLMVEHDHETFWLFQFFLQKTEHSCVINIGVAKNLDMLSTLITFLDPVFAEHLKGKGAGAVQSLFPWFCFCFQRAFKSFDDVWRLWEVLLTGKPCRNFQVLVAYSMLQMVREQVLQESMGGDDILLAC.... Result: 1 (interaction).